From a dataset of Reaction yield outcomes from USPTO patents with 853,638 reactions. Predict the reaction yield, written as a fraction of the theoretical maximum amount of product (1.0 means a 100% yield; for example, 0.34 means a 34% yield). (1) The reactants are CS(O)(=O)=O.[NH2:6][CH2:7][C:8]1[CH:9]=[C:10]2[C:14](=[CH:15][CH:16]=1)[C:13](=[O:17])[N:12]([CH:18]1[CH2:23][CH2:22][C:21](=[O:24])[NH:20][C:19]1=[O:25])[CH2:11]2.[CH:26]1([N:32]=[C:33]=[O:34])[CH2:31][CH2:30][CH2:29][CH2:28][CH2:27]1.C(N(CC)CC)C.Cl. The catalyst is C(#N)C. The product is [CH:26]1([NH:32][C:33]([NH:6][CH2:7][C:8]2[CH:9]=[C:10]3[C:14](=[CH:15][CH:16]=2)[C:13](=[O:17])[N:12]([CH:18]2[CH2:23][CH2:22][C:21](=[O:24])[NH:20][C:19]2=[O:25])[CH2:11]3)=[O:34])[CH2:31][CH2:30][CH2:29][CH2:28][CH2:27]1. The yield is 0.520. (2) The reactants are [OH:1][CH2:2][C@@:3]([C:6]1[CH:25]=[CH:24][C:9]([C:10]([NH:12][C:13]2[N:18]=[CH:17][C:16]3[CH:19]=[CH:20][N:21]([CH2:22][CH3:23])[C:15]=3[CH:14]=2)=[O:11])=[CH:8][CH:7]=1)([OH:5])[CH3:4].[Cl:26]N1C(=O)CCC1=O.CCOCC. The catalyst is CN(C=O)C.[Cl-].[Na+].O. The product is [Cl:26][C:19]1[C:16]2[CH:17]=[N:18][C:13]([NH:12][C:10](=[O:11])[C:9]3[CH:24]=[CH:25][C:6]([C@:3]([OH:5])([CH3:4])[CH2:2][OH:1])=[CH:7][CH:8]=3)=[CH:14][C:15]=2[N:21]([CH2:22][CH3:23])[CH:20]=1. The yield is 0.640. (3) The catalyst is CC#N.CN(C=O)C. The reactants are [NH:1]([C:13]([O:15][CH2:16][C:17]1[CH:22]=[CH:21][CH:20]=[CH:19][CH:18]=1)=[O:14])[C@H:2]([C:10](O)=[O:11])[CH2:3][C:4]1[CH:9]=[CH:8][CH:7]=[CH:6][CH:5]=1.C1C2C3C(=O)[N:32](O)C(=O)C3C1C=C2.CCN=C=NCCCN(C)C.Cl.N. The yield is 0.990. The product is [NH:1]([C:13]([O:15][CH2:16][C:17]1[CH:22]=[CH:21][CH:20]=[CH:19][CH:18]=1)=[O:14])[C@H:2]([C:10]([NH2:32])=[O:11])[CH2:3][C:4]1[CH:9]=[CH:8][CH:7]=[CH:6][CH:5]=1.